This data is from Forward reaction prediction with 1.9M reactions from USPTO patents (1976-2016). The task is: Predict the product of the given reaction. Given the reactants [OH:1][NH:2][C:3](=[O:9])[O:4][C:5]([CH3:8])([CH3:7])[CH3:6].[H-].[Na+].Br[CH2:13][CH2:14][O:15][CH3:16].O, predict the reaction product. The product is: [CH3:16][O:15][CH2:14][CH2:13][O:1][NH:2][C:3](=[O:9])[O:4][C:5]([CH3:8])([CH3:7])[CH3:6].